Dataset: Forward reaction prediction with 1.9M reactions from USPTO patents (1976-2016). Task: Predict the product of the given reaction. (1) The product is: [NH:1]1[C:9]2[C:4](=[CH:5][CH:6]=[CH:7][CH:8]=2)[C:3]([C:10]([NH:12][C:13]2[CH:18]=[C:17]([N:19]3[CH2:24][C@H:23]([CH3:25])[O:22][C@H:21]([CH3:26])[CH2:20]3)[CH:16]=[CH:15][C:14]=2[NH2:27])=[O:11])=[N:2]1. Given the reactants [NH:1]1[C:9]2[C:4](=[CH:5][CH:6]=[CH:7][CH:8]=2)[C:3]([C:10]([NH:12][C:13]2[CH:18]=[C:17]([N:19]3[CH2:24][C@H:23]([CH3:25])[O:22][C@H:21]([CH3:26])[CH2:20]3)[CH:16]=[CH:15][C:14]=2[N+:27]([O-])=O)=[O:11])=[N:2]1, predict the reaction product. (2) Given the reactants FC(F)(F)C(O)=O.[Cl:8][C:9]1[CH:10]=[CH:11][C:12]([O:34][C:35]2[CH:40]=[CH:39][C:38]([S:41]([NH:44][C:45]3[S:49][N:48]=[CH:47][N:46]=3)(=[O:43])=[O:42])=[CH:37][C:36]=2[C:50]#[N:51])=[C:13]([C:15]2[CH:20]=[CH:19][N:18]=[C:17]([N:21]3[CH2:26][CH2:25][N:24](C(OC(C)(C)C)=O)[CH2:23][CH2:22]3)[N:16]=2)[CH:14]=1.C(Cl)Cl, predict the reaction product. The product is: [Cl:8][C:9]1[CH:10]=[CH:11][C:12]([O:34][C:35]2[CH:40]=[CH:39][C:38]([S:41]([NH:44][C:45]3[S:49][N:48]=[CH:47][N:46]=3)(=[O:42])=[O:43])=[CH:37][C:36]=2[C:50]#[N:51])=[C:13]([C:15]2[CH:20]=[CH:19][N:18]=[C:17]([N:21]3[CH2:26][CH2:25][NH:24][CH2:23][CH2:22]3)[N:16]=2)[CH:14]=1. (3) Given the reactants [Br:1][C:2]1[CH:9]=[CH:8][C:5]([CH:6]=O)=[C:4]([F:10])[CH:3]=1.S(=O)(O)[O-].[Na+].[C:16]1([NH2:23])[CH:21]=[CH:20][CH:19]=[CH:18][C:17]=1[NH2:22], predict the reaction product. The product is: [Br:1][C:2]1[CH:9]=[CH:8][C:5]([C:6]2[NH:23][C:16]3[CH:21]=[CH:20][CH:19]=[CH:18][C:17]=3[N:22]=2)=[C:4]([F:10])[CH:3]=1. (4) Given the reactants B(Br)(Br)Br.[CH3:5][O:6][C:7]([C:9]1[C:17]2[O:16][C:15]([CH3:18])=[CH:14][C:13]=2[CH:12]=[C:11]([O:19]C)[CH:10]=1)=[O:8].N1C(C)=CC=CC=1C, predict the reaction product. The product is: [CH3:5][O:6][C:7]([C:9]1[C:17]2[O:16][C:15]([CH3:18])=[CH:14][C:13]=2[CH:12]=[C:11]([OH:19])[CH:10]=1)=[O:8]. (5) Given the reactants [F:1][C:2]([F:14])([F:13])[C:3]([C:5]1[CH:6]=[C:7]([C:10]([OH:12])=O)[S:8][CH:9]=1)=[O:4].C1C=CC2N(O)N=NC=2C=1.CCN=C=NCCCN(C)C.[CH3:36][O:37][C:38]1[CH:45]=[CH:44][C:41]([CH2:42][NH2:43])=[CH:40][CH:39]=1, predict the reaction product. The product is: [CH3:36][O:37][C:38]1[CH:45]=[CH:44][C:41]([CH2:42][NH:43][C:10]([C:7]2[S:8][CH:9]=[C:5]([C:3](=[O:4])[C:2]([F:1])([F:14])[F:13])[CH:6]=2)=[O:12])=[CH:40][CH:39]=1. (6) The product is: [NH2:18][CH:16]([CH3:17])[CH2:15][N:13]1[C:14]2[C:10](=[CH:9][CH:8]=[C:7]3[CH:19]=[C:3]([OH:2])[CH:4]=[CH:5][C:6]3=2)[CH:11]=[N:12]1. Given the reactants C[O:2][C:3]1[CH:4]=[CH:5][C:6]2[C:7]([CH:19]=1)=[CH:8][CH:9]=[C:10]1[C:14]=2[N:13]([CH2:15][CH:16]([NH2:18])[CH3:17])[N:12]=[CH:11]1.[B-](Br)(Br)(Br)[S+](C)C.C([O-])(O)=O.[Na+], predict the reaction product.